This data is from Full USPTO retrosynthesis dataset with 1.9M reactions from patents (1976-2016). The task is: Predict the reactants needed to synthesize the given product. (1) Given the product [CH3:1][C:2]1[C:3]2=[N:10][S:11][N:9]=[C:4]2[CH:5]=[C:6]([CH3:8])[CH:7]=1, predict the reactants needed to synthesize it. The reactants are: [CH3:1][C:2]1[CH:7]=[C:6]([CH3:8])[CH:5]=[C:4]([NH2:9])[C:3]=1[NH2:10].[S:11](=NC1C=CC=CC=1)=O.Cl. (2) Given the product [C:1]([Si:5]([CH3:25])([CH3:26])[O:6][C@@H:7]1[CH2:11][C:10](=[O:12])[CH:9]([CH2:13]/[CH:14]=[CH:15]\[CH2:16][CH2:17][CH2:18][C:19]([O:21][CH:22]([CH3:23])[CH3:24])=[O:20])[C@H:8]1[CH:34]=[CH:33][C:27]1[CH:32]=[CH:31][CH:30]=[CH:29][CH:28]=1)([CH3:3])([CH3:4])[CH3:2], predict the reactants needed to synthesize it. The reactants are: [C:1]([Si:5]([CH3:26])([CH3:25])[O:6][C@@H:7]1[CH2:11][C:10](=[O:12])[C:9]([CH2:13]/[CH:14]=[CH:15]\[CH2:16][CH2:17][CH2:18][C:19]([O:21][CH:22]([CH3:24])[CH3:23])=[O:20])=[CH:8]1)([CH3:4])([CH3:3])[CH3:2].[C:27]1(/[CH:33]=[CH:34]/B(O)O)[CH:32]=[CH:31][CH:30]=[CH:29][CH:28]=1.CC([O-])(C)C.[K+]. (3) Given the product [C:6]1([C:4]2[O:5][C:20]([C:19]3[CH:18]=[CH:17][C:16]([NH:15][C:12](=[O:14])[CH3:13])=[CH:24][CH:23]=3)=[N:2][CH:3]=2)[CH:11]=[CH:10][CH:9]=[CH:8][CH:7]=1, predict the reactants needed to synthesize it. The reactants are: Cl.[NH2:2][CH2:3][C:4]([C:6]1[CH:11]=[CH:10][CH:9]=[CH:8][CH:7]=1)=[O:5].[C:12]([NH:15][C:16]1[CH:24]=[CH:23][C:19]([C:20](Cl)=O)=[CH:18][CH:17]=1)(=[O:14])[CH3:13].C(N(CC)C(C)C)(C)C. (4) Given the product [N:12]1[CH:17]=[CH:16][CH:15]=[C:14]([C:2]2[CH:10]=[CH:9][CH:8]=[C:7]3[C:3]=2[C:4]([NH2:11])=[N:5][NH:6]3)[CH:13]=1, predict the reactants needed to synthesize it. The reactants are: Cl[C:2]1[CH:10]=[CH:9][CH:8]=[C:7]2[C:3]=1[C:4]([NH2:11])=[N:5][NH:6]2.[N:12]1[CH:17]=[CH:16][CH:15]=[C:14](B(O)O)[CH:13]=1.P([O-])([O-])([O-])=O.[K+].[K+].[K+].